From a dataset of Full USPTO retrosynthesis dataset with 1.9M reactions from patents (1976-2016). Predict the reactants needed to synthesize the given product. (1) The reactants are: [F:1][C:2]([F:17])([F:16])[C:3]1[CH:4]=[C:5]([CH:9]=[C:10]([C:12]([F:15])([F:14])[F:13])[CH:11]=1)[C:6](Cl)=[O:7].Cl.[C:19]1([C@H:25]2[C@@H:30]([C:31]3[CH:36]=[CH:35][CH:34]=[C:33]([C:37]([F:40])([F:39])[F:38])[CH:32]=3)[CH2:29][CH2:28][NH:27][CH2:26]2)[CH:24]=[CH:23][CH:22]=[CH:21][CH:20]=1. Given the product [F:1][C:2]([F:17])([F:16])[C:3]1[CH:4]=[C:5]([C:6]([N:27]2[CH2:28][CH2:29][C@H:30]([C:31]3[CH:36]=[CH:35][CH:34]=[C:33]([C:37]([F:38])([F:39])[F:40])[CH:32]=3)[C@H:25]([C:19]3[CH:24]=[CH:23][CH:22]=[CH:21][CH:20]=3)[CH2:26]2)=[O:7])[CH:9]=[C:10]([C:12]([F:15])([F:14])[F:13])[CH:11]=1, predict the reactants needed to synthesize it. (2) Given the product [ClH:25].[C:1]1([C:7]2[N:8]=[C:9]([CH:12]3[CH2:17][CH2:16][NH:15][CH2:14][CH2:13]3)[S:10][CH:11]=2)[CH:2]=[CH:3][CH:4]=[CH:5][CH:6]=1, predict the reactants needed to synthesize it. The reactants are: [C:1]1([C:7]2[N:8]=[C:9]([CH:12]3[CH2:17][CH2:16][N:15](C(OC(C)(C)C)=O)[CH2:14][CH2:13]3)[S:10][CH:11]=2)[CH:6]=[CH:5][CH:4]=[CH:3][CH:2]=1.[ClH:25].O1CCOCC1.